From a dataset of Full USPTO retrosynthesis dataset with 1.9M reactions from patents (1976-2016). Predict the reactants needed to synthesize the given product. Given the product [CH:34]1([N:33]([CH3:32])[CH2:6][CH2:7][N:8]2[C:12](=[O:13])[C:11]3[CH:14]=[C:15]([C:17]4[CH:22]=[CH:21][N:20]=[C:19]([NH:23][C:24]5[N:25]([CH3:29])[N:26]=[CH:27][CH:28]=5)[N:18]=4)[S:16][C:10]=3[C:9]2([CH3:31])[CH3:30])[CH2:36][CH2:35]1, predict the reactants needed to synthesize it. The reactants are: CS(O[CH2:6][CH2:7][N:8]1[C:12](=[O:13])[C:11]2[CH:14]=[C:15]([C:17]3[CH:22]=[CH:21][N:20]=[C:19]([NH:23][C:24]4[N:25]([CH3:29])[N:26]=[CH:27][CH:28]=4)[N:18]=3)[S:16][C:10]=2[C:9]1([CH3:31])[CH3:30])(=O)=O.[CH3:32][NH:33][CH:34]1[CH2:36][CH2:35]1.